This data is from Catalyst prediction with 721,799 reactions and 888 catalyst types from USPTO. The task is: Predict which catalyst facilitates the given reaction. (1) Product: [CH3:1][O:2][C:3](=[O:17])[C:4]1[CH:5]=[CH:6][C:7]([N:10]2[CH2:15][CH2:14][C:13](=[O:16])[C:12](=[CH:7][N:10]([CH3:15])[CH3:11])[CH2:11]2)=[CH:8][CH:9]=1. Reactant: [CH3:1][O:2][C:3](=[O:17])[C:4]1[CH:9]=[CH:8][C:7]([N:10]2[CH2:15][CH2:14][C:13](=[O:16])[CH2:12][CH2:11]2)=[CH:6][CH:5]=1. The catalyst class is: 12. (2) Reactant: [CH3:1][O:2][C:3]1[CH:8]=[CH:7][N:6]=[CH:5][C:4]=1[CH2:9][OH:10].C12(C([C:23]([CH:25](Br)[C:26]34[CH2:35][CH:30]5[CH2:31][CH:32]([CH2:34][CH:28]([CH2:29]5)[CH2:27]3)[CH2:33]4)=O)Br)CC3CC(CC(C3)C1)C2.C(=O)([O-])[O-:38].[K+].[K+]. Product: [CH3:1][O:2][C:3]1[CH:8]=[CH:7][N:6]=[CH:5][C:4]=1[CH2:9][O:10][CH:33]1[CH:32]2[CH2:31][CH:30]3[CH2:29][CH:28]([CH2:27][C:26]1([C:25](=[O:38])[CH3:23])[CH2:35]3)[CH2:34]2. The catalyst class is: 21. (3) Reactant: [Cl:1][C:2]1[CH:3]=[CH:4][C:5]2[N:11]3[C:12]([N:15]4[CH2:20][CH2:19][CH:18]([C:21]5[CH:26]=[CH:25][CH:24]=[CH:23][CH:22]=5)[CH2:17][CH2:16]4)=[N:13][N:14]=[C:10]3[CH2:9][NH:8][CH2:7][C:6]=2[CH:27]=1.C(N(CC)CC)C.[CH3:35][S:36](Cl)(=[O:38])=[O:37]. Product: [Cl:1][C:2]1[CH:3]=[CH:4][C:5]2[N:11]3[C:12]([N:15]4[CH2:20][CH2:19][CH:18]([C:21]5[CH:22]=[CH:23][CH:24]=[CH:25][CH:26]=5)[CH2:17][CH2:16]4)=[N:13][N:14]=[C:10]3[CH2:9][N:8]([S:36]([CH3:35])(=[O:38])=[O:37])[CH2:7][C:6]=2[CH:27]=1. The catalyst class is: 46. (4) Reactant: [OH-].[Na+].[C:3]([NH:6][C:7](=[CH:11][C:12]1[CH:17]=[CH:16][CH:15]=[CH:14][CH:13]=1)[C:8]([OH:10])=[O:9])(=[O:5])[CH3:4].[Cl-].[Zn+2:19].[Cl-]. Product: [C:3]([NH:6][C:7](=[CH:11][C:12]1[CH:17]=[CH:16][CH:15]=[CH:14][CH:13]=1)[C:8]([O-:10])=[O:9])(=[O:5])[CH3:4].[Zn+2:19].[C:3]([NH:6][C:7](=[CH:11][C:12]1[CH:17]=[CH:16][CH:15]=[CH:14][CH:13]=1)[C:8]([O-:10])=[O:9])(=[O:5])[CH3:4]. The catalyst class is: 6. (5) Reactant: [NH2:1][C:2]1[N:3]=[CH:4][C:5]2[S:10][C:9](=[S:11])[N:8]([C@@H:12]3[O:24][C@H:23]([CH2:25][O:26]C(=O)C)[C@@H:18]([O:19]C(=O)C)[C@H:13]3[O:14]C(=O)C)[C:6]=2[N:7]=1.C([O-])([O-])=O.[K+].[K+].C(O)(=O)C. Product: [NH2:1][C:2]1[N:3]=[CH:4][C:5]2[S:10][C:9](=[S:11])[N:8]([C@@H:12]3[O:24][C@H:23]([CH2:25][OH:26])[C@@H:18]([OH:19])[C@H:13]3[OH:14])[C:6]=2[N:7]=1. The catalyst class is: 5. (6) Reactant: COC1C=CC=C(OC)C=1C1C=CC=CC=1P(C1CCCCC1)C1CCCCC1.[C:30]12([C:40]3[CH:41]=[C:42](B(O)O)[CH:43]=[CH:44][C:45]=3[O:46][CH3:47])[CH2:39][CH:34]3[CH2:35][CH:36]([CH2:38][CH:32]([CH2:33]3)[CH2:31]1)[CH2:37]2.Br[C:52]1[CH:57]=[CH:56][C:55](/[CH:58]=[CH:59]/[C:60]([O:62][CH2:63][C:64]2[CH:69]=[CH:68][CH:67]=[CH:66][CH:65]=2)=[O:61])=[CH:54][CH:53]=1.C(=O)([O-])[O-].[Na+].[Na+]. Product: [C:30]12([C:40]3[CH:41]=[C:42]([C:52]4[CH:53]=[CH:54][C:55](/[CH:58]=[CH:59]/[C:60]([O:62][CH2:63][C:64]5[CH:69]=[CH:68][CH:67]=[CH:66][CH:65]=5)=[O:61])=[CH:56][CH:57]=4)[CH:43]=[CH:44][C:45]=3[O:46][CH3:47])[CH2:39][CH:34]3[CH2:35][CH:36]([CH2:38][CH:32]([CH2:33]3)[CH2:31]1)[CH2:37]2. The catalyst class is: 7.